From a dataset of hERG potassium channel inhibition data for cardiac toxicity prediction from Karim et al.. Regression/Classification. Given a drug SMILES string, predict its toxicity properties. Task type varies by dataset: regression for continuous values (e.g., LD50, hERG inhibition percentage) or binary classification for toxic/non-toxic outcomes (e.g., AMES mutagenicity, cardiotoxicity, hepatotoxicity). Dataset: herg_karim. (1) The molecule is O=C(Nc1cc(C2CC2)on1)n1ccc2cc(Oc3ncnc4c3CNC4)ccc21. The result is 0 (non-blocker). (2) The drug is COc1ccc(C2=N[C@H](c3ccc(Cl)cc3)[C@H](c3ccc(Cl)cc3)N2C(=O)N2CCNC(=O)C2)c(OC(C)C)c1. The result is 0 (non-blocker). (3) The molecule is C[C@H]1[C@H](c2ccc(OCCCN3CCCC3)cc2)Oc2ccccc2S1(=O)=O. The result is 1 (blocker). (4) The molecule is CNCCN1CCCc2cc(NC(=N)c3cccs3)ccc21. The result is 0 (non-blocker). (5) The drug is CCN1CCN(c2cc3[nH]c(S[C@]4(C)CC[C@@H](NC(=O)OC)CC4)nc3cc2Cl)CC1. The result is 1 (blocker). (6) The compound is CC(C)(C)OC(=O)N1CC2CC(CN(C[C@H](O)COc3ccc(C#N)cc3)C2)C1. The result is 1 (blocker). (7) The result is 1 (blocker). The molecule is O=c1[nH]nc(C2CC3(c4ccc(F)cc4)NC2CCC3NCc2cc(OC(F)(F)F)ccc2OC2CC2)[nH]1.